This data is from Full USPTO retrosynthesis dataset with 1.9M reactions from patents (1976-2016). The task is: Predict the reactants needed to synthesize the given product. (1) Given the product [C:9]([O:16][CH2:17][C:2]1[CH:7]=[CH:6][CH:5]=[CH:4][CH:3]=1)(=[O:15])[CH2:10][C:11]([O:8][CH2:1][C:2]1[CH:7]=[CH:6][CH:5]=[CH:4][CH:3]=1)=[O:12], predict the reactants needed to synthesize it. The reactants are: [CH2:1]([OH:8])[C:2]1[CH:7]=[CH:6][CH:5]=[CH:4][CH:3]=1.[C:9]([O:16][CH3:17])(=[O:15])[CH2:10][C:11](OC)=[O:12].[OH-].[K+]. (2) The reactants are: C(O)(C(F)(F)F)=O.C([Si]1(C(C)(C)C)[O:17][C@H:16]2[C@H:18]([O:21][C:22]3[N:26](COCC[Si](C)(C)C)[C:25]4[CH:35]=[C:36]([F:41])[C:37]([I:40])=[C:38]([F:39])[C:24]=4[N:23]=3)[CH2:19][O:20][C@@H:15]2[CH2:14][O:13]1)(C)(C)C.CCCC[N+](CCCC)(CCCC)CCCC.[F-].O. Given the product [F:39][C:38]1[C:24]2[N:23]=[C:22]([O:21][C@@H:18]3[CH2:19][O:20][C@H:15]([CH2:14][OH:13])[C@H:16]3[OH:17])[NH:26][C:25]=2[CH:35]=[C:36]([F:41])[C:37]=1[I:40], predict the reactants needed to synthesize it. (3) Given the product [Cl:26][C:23]1[CH:24]=[CH:25][C:20]([NH:18][C:15]2[N:16]=[CH:17][C:8]([C:4]3[CH:5]=[N:6][CH:7]=[C:2]([F:1])[CH:3]=3)=[C:9]3[C:14]=2[N:13]=[CH:12][CH:11]=[CH:10]3)=[N:21][CH:22]=1, predict the reactants needed to synthesize it. The reactants are: [F:1][C:2]1[CH:3]=[C:4]([C:8]2[CH:17]=[N:16][C:15]([NH2:18])=[C:14]3[C:9]=2[CH:10]=[CH:11][CH:12]=[N:13]3)[CH:5]=[N:6][CH:7]=1.Br[C:20]1[CH:25]=[CH:24][C:23]([Cl:26])=[CH:22][N:21]=1. (4) Given the product [CH3:1][O:2][C:3]1[CH:8]=[CH:7][C:6]([N:9]2[C:13]3[CH:14]=[C:15]([C:18]4[O:22][C:21]([S:23][CH2:25][C:26]5[CH:27]=[C:28]([CH:32]=[CH:33][CH:34]=5)[C:29]([OH:31])=[O:30])=[N:20][N:19]=4)[CH:16]=[CH:17][C:12]=3[N:11]=[CH:10]2)=[CH:5][CH:4]=1, predict the reactants needed to synthesize it. The reactants are: [CH3:1][O:2][C:3]1[CH:8]=[CH:7][C:6]([N:9]2[C:13]3[CH:14]=[C:15]([C:18]4[O:22][C:21]([SH:23])=[N:20][N:19]=4)[CH:16]=[CH:17][C:12]=3[N:11]=[CH:10]2)=[CH:5][CH:4]=1.Cl[CH2:25][C:26]1[CH:27]=[C:28]([CH:32]=[CH:33][CH:34]=1)[C:29]([OH:31])=[O:30]. (5) Given the product [CH3:27][C:23]1[N:22]=[C:21]([NH:20][C:4]([C:6]2[CH:11]=[C:10]([C:12]3[CH:17]=[CH:16][N:15]=[C:14]([Cl:18])[CH:13]=3)[CH:9]=[C:8]([CH3:19])[N:7]=2)=[O:5])[CH:26]=[CH:25][CH:24]=1, predict the reactants needed to synthesize it. The reactants are: C(O[C:4]([C:6]1[CH:11]=[C:10]([C:12]2[CH:17]=[CH:16][N:15]=[C:14]([Cl:18])[CH:13]=2)[CH:9]=[C:8]([CH3:19])[N:7]=1)=[O:5])C.[NH2:20][C:21]1[CH:26]=[CH:25][CH:24]=[C:23]([CH3:27])[N:22]=1.